From a dataset of Full USPTO retrosynthesis dataset with 1.9M reactions from patents (1976-2016). Predict the reactants needed to synthesize the given product. (1) Given the product [NH2:20][C:21]1[N:22]=[CH:23][N:24]=[C:25]([O:18][C:10]2[C:9]([F:19])=[C:8]([C:5]3[CH:4]=[N:3][C:2]([NH2:1])=[N:7][CH:6]=3)[CH:13]=[CH:12][C:11]=2[CH:14]2[CH2:15][CH2:16][CH2:17]2)[CH:26]=1, predict the reactants needed to synthesize it. The reactants are: [NH2:1][C:2]1[N:7]=[CH:6][C:5]([C:8]2[C:9]([F:19])=[C:10]([OH:18])[C:11]([CH:14]3[CH2:17][CH2:16][CH2:15]3)=[CH:12][CH:13]=2)=[CH:4][N:3]=1.[NH2:20][C:21]1[CH:26]=[C:25](Cl)[N:24]=[CH:23][N:22]=1.C([O-])([O-])=O.[K+].[K+].C1OCCOCCOCCOCCOCCOC1. (2) Given the product [Cl:1][C:2]1[CH:8]=[CH:7][C:5]([NH:6][CH2:25][C:24]2[CH:27]=[CH:28][C:29]([O:31][CH3:32])=[CH:30][C:23]=2[O:22][CH3:21])=[C:4]([C:9]([C:11]2[CH:16]=[CH:15][CH:14]=[C:13]([O:17][CH3:18])[C:12]=2[O:19][CH3:20])=[CH2:10])[CH:3]=1, predict the reactants needed to synthesize it. The reactants are: [Cl:1][C:2]1[CH:8]=[CH:7][C:5]([NH2:6])=[C:4]([C:9]([C:11]2[CH:16]=[CH:15][CH:14]=[C:13]([O:17][CH3:18])[C:12]=2[O:19][CH3:20])=[CH2:10])[CH:3]=1.[CH3:21][O:22][C:23]1[CH:30]=[C:29]([O:31][CH3:32])[CH:28]=[CH:27][C:24]=1[CH:25]=O.[Na]. (3) The reactants are: [Br:1][C:2]1[CH:7]=[CH:6][C:5]([C:8]2([OH:12])[CH2:11][CH2:10][CH2:9]2)=[CH:4][CH:3]=1.Br[C:14]1C=CC(Br)=CC=1.[Li]CCCC.CCCCCC.C1(=O)CCCC1. Given the product [Br:1][C:2]1[CH:3]=[CH:4][C:5]([C:8]2([OH:12])[CH2:11][CH2:10][CH2:9][CH2:14]2)=[CH:6][CH:7]=1, predict the reactants needed to synthesize it. (4) Given the product [NH2:29][CH:26]1[CH2:27][CH2:28][N:23]([C:2]2[CH:11]=[CH:10][C:9]3[C:4](=[CH:5][CH:6]=[C:7]([Cl:22])[C:8]=3[NH:12][C:13](=[O:21])[CH2:14][CH:15]3[CH2:20][CH2:19][CH2:18][CH2:17][CH2:16]3)[N:3]=2)[CH2:24][CH2:25]1, predict the reactants needed to synthesize it. The reactants are: Cl[C:2]1[CH:11]=[CH:10][C:9]2[C:4](=[CH:5][CH:6]=[C:7]([Cl:22])[C:8]=2[NH:12][C:13](=[O:21])[CH2:14][CH:15]2[CH2:20][CH2:19][CH2:18][CH2:17][CH2:16]2)[N:3]=1.[NH:23]1[CH2:28][CH2:27][CH:26]([NH2:29])[CH2:25][CH2:24]1.